Dataset: Full USPTO retrosynthesis dataset with 1.9M reactions from patents (1976-2016). Task: Predict the reactants needed to synthesize the given product. (1) Given the product [CH3:9][C:2]1[C:3]([CH3:8])=[CH:4][C:5]([CH3:7])=[CH:6][N+:1]=1[O-:18], predict the reactants needed to synthesize it. The reactants are: [N:1]1[CH:6]=[C:5]([CH3:7])[CH:4]=[C:3]([CH3:8])[C:2]=1[CH3:9].ClC1C=CC=C(C(OO)=[O:18])C=1. (2) Given the product [CH2:26]([O:25][C:23]([NH:1][C:2]1[S:3][C:4]([C:13]2[CH:18]=[CH:17][C:16]([N+:19]([O-:21])=[O:20])=[CH:15][CH:14]=2)=[C:5]([CH3:12])[C:6]=1[C:7]([O:9][CH2:10][CH3:11])=[O:8])=[O:24])[CH3:27], predict the reactants needed to synthesize it. The reactants are: [NH2:1][C:2]1[S:3][C:4]([C:13]2[CH:18]=[CH:17][C:16]([N+:19]([O-:21])=[O:20])=[CH:15][CH:14]=2)=[C:5]([CH3:12])[C:6]=1[C:7]([O:9][CH2:10][CH3:11])=[O:8].Cl[C:23]([O:25][CH2:26][CH3:27])=[O:24].C(O)C. (3) Given the product [CH2:1]([C:4]1[CH:14]=[CH:13][CH:12]=[CH:11][C:5]=1[O:6][CH2:7][C:8]([N:18]([CH:15]([CH3:17])[CH3:16])[NH:19][C:20](=[O:27])[C:21]1[CH:26]=[CH:25][CH:24]=[CH:23][CH:22]=1)=[O:10])[CH2:2][CH3:3], predict the reactants needed to synthesize it. The reactants are: [CH2:1]([C:4]1[CH:14]=[CH:13][CH:12]=[CH:11][C:5]=1[O:6][CH2:7][C:8]([OH:10])=O)[CH2:2][CH3:3].[CH:15]([NH:18][NH:19][C:20](=[O:27])[C:21]1[CH:26]=[CH:25][CH:24]=[CH:23][CH:22]=1)([CH3:17])[CH3:16].C(N(CC)CC)C.C1C=CC2N(O)N=NC=2C=1.CCN=C=NCCCN(C)C. (4) Given the product [C:8]([C:4]1[CH:3]=[C:2]([C:21]2[CH:22]=[CH:23][C:18]([CH:16]=[O:17])=[CH:19][CH:20]=2)[CH:7]=[CH:6][CH:5]=1)(=[O:15])[CH2:9][CH2:10][CH2:11][CH2:12][CH2:13][CH3:14], predict the reactants needed to synthesize it. The reactants are: Br[C:2]1[CH:7]=[CH:6][CH:5]=[C:4]([C:8](=[O:15])[CH2:9][CH2:10][CH2:11][CH2:12][CH2:13][CH3:14])[CH:3]=1.[CH:16]([C:18]1[CH:23]=[CH:22][C:21](B(O)O)=[CH:20][CH:19]=1)=[O:17].[F-].[K+]. (5) Given the product [CH2:24]([N:1]1[C:5]2[CH:6]=[CH:7][CH:8]=[CH:9][C:4]=2[N:3]=[C:2]1[S:10][CH2:11][C:12]([O:14][CH2:15][CH3:16])=[O:13])[C:25]1[CH:30]=[CH:29][CH:28]=[CH:27][CH:26]=1, predict the reactants needed to synthesize it. The reactants are: [NH:1]1[C:5]2[CH:6]=[CH:7][CH:8]=[CH:9][C:4]=2[N:3]=[C:2]1[S:10][CH2:11][C:12]([O:14][CH2:15][CH3:16])=[O:13].C(OCC)C.[H-].[Na+].[CH2:24](Br)[C:25]1[CH:30]=[CH:29][CH:28]=[CH:27][CH:26]=1. (6) Given the product [NH:37]1[CH2:41][CH2:40][CH2:39][C@H:38]1[CH2:42][C:43]([N:4]1[CH2:3][CH2:2][N:1]([C:7]2[C:15]3[C:14]4[CH:16]=[C:17]([C:20]#[N:21])[N:18]=[CH:19][C:13]=4[NH:12][C:11]=3[N:10]=[CH:9][CH:8]=2)[CH2:6][CH2:5]1)=[O:44], predict the reactants needed to synthesize it. The reactants are: [N:1]1([C:7]2[C:15]3[C:14]4[CH:16]=[C:17]([C:20]#[N:21])[N:18]=[CH:19][C:13]=4[N:12](COCC[Si](C)(C)C)[C:11]=3[N:10]=[CH:9][CH:8]=2)[CH2:6][CH2:5][NH:4][CH2:3][CH2:2]1.C(OC([N:37]1[CH2:41][CH2:40][CH2:39][C@H:38]1[CH2:42][C:43](O)=[O:44])=O)(C)(C)C.ON1C2C=CC=CC=2N=N1.Cl.CN(C)CCCN=C=NCC.C(N(CC)CC)C.